Dataset: Reaction yield outcomes from USPTO patents with 853,638 reactions. Task: Predict the reaction yield, written as a fraction of the theoretical maximum amount of product (1.0 means a 100% yield; for example, 0.34 means a 34% yield). (1) The reactants are N1CCOCC1.C1(C(=O)S[C:15]2[NH:16][C:17]([C:22]3[CH:27]=[CH:26][CH:25]=[CH:24][C:23]=3[F:28])=[CH:18][C:19]=2[C:20]#[N:21])C=CC=CC=1. The catalyst is [Ni].CN(C)C(=O)C. The product is [F:28][C:23]1[CH:24]=[CH:25][CH:26]=[CH:27][C:22]=1[C:17]1[NH:16][CH:15]=[C:19]([C:20]#[N:21])[CH:18]=1. The yield is 0.790. (2) The reactants are [N:1]1[C:10]2[C:5](=[CH:6][C:7]([CH2:11][N:12]3[C:16]4=[N:17][C:18]([C:21]5[CH:29]=[CH:28][C:24]([C:25]([OH:27])=O)=[CH:23][CH:22]=5)=[CH:19][CH:20]=[C:15]4[N:14]=[N:13]3)=[CH:8][CH:9]=2)[CH:4]=[CH:3][CH:2]=1.C1C=CC2N(O)N=NC=2C=1.CCN=C=NCCCN(C)C.Cl.C(N(CC)CC)C.[C:59]([N:66]1[CH2:71][CH2:70][CH:69]([NH2:72])[CH2:68][CH2:67]1)([O:61][C:62]([CH3:65])([CH3:64])[CH3:63])=[O:60]. The catalyst is CN(C=O)C.O. The product is [N:1]1[C:10]2[C:5](=[CH:6][C:7]([CH2:11][N:12]3[C:16]4=[N:17][C:18]([C:21]5[CH:22]=[CH:23][C:24]([C:25]([NH:72][CH:69]6[CH2:68][CH2:67][N:66]([C:59]([O:61][C:62]([CH3:65])([CH3:64])[CH3:63])=[O:60])[CH2:71][CH2:70]6)=[O:27])=[CH:28][CH:29]=5)=[CH:19][CH:20]=[C:15]4[N:14]=[N:13]3)=[CH:8][CH:9]=2)[CH:4]=[CH:3][CH:2]=1. The yield is 0.420. (3) The reactants are [C:1]([Si:5]([O:8][CH:9]([CH2:14][CH2:15][C:16]1[CH:21]=[CH:20][C:19]([C:22]([CH2:41][CH3:42])([C:25]2[CH:30]=[CH:29][C:28](B3OC(C)(C)C(C)(C)O3)=[C:27]([CH3:40])[CH:26]=2)[CH2:23][CH3:24])=[CH:18][C:17]=1[CH3:43])[C:10]([CH3:13])([CH3:12])[CH3:11])([CH3:7])[CH3:6])([CH3:4])([CH3:3])[CH3:2].C1(P(C2CCCCC2)C2C=CC=CC=2C2C(OC)=CC=CC=2OC)CCCCC1.P([O-])([O-])([O-])=O.[K+].[K+].[K+].[CH3:81][O:82][C:83](=[O:93])[CH2:84][C:85]1[CH:90]=[CH:89][C:88](Cl)=[CH:87][C:86]=1[F:92]. The catalyst is C(OCC)C.C([O-])(=O)C.[Pd+2].C([O-])(=O)C. The product is [CH3:81][O:82][C:83](=[O:93])[CH2:84][C:85]1[CH:90]=[CH:89][C:88]([C:28]2[CH:29]=[CH:30][C:25]([C:22]([C:19]3[CH:20]=[CH:21][C:16]([CH2:15][CH2:14][CH:9]([O:8][Si:5]([C:1]([CH3:4])([CH3:3])[CH3:2])([CH3:6])[CH3:7])[C:10]([CH3:13])([CH3:12])[CH3:11])=[C:17]([CH3:43])[CH:18]=3)([CH2:23][CH3:24])[CH2:41][CH3:42])=[CH:26][C:27]=2[CH3:40])=[CH:87][C:86]=1[F:92]. The yield is 0.770.